Dataset: NCI-60 drug combinations with 297,098 pairs across 59 cell lines. Task: Regression. Given two drug SMILES strings and cell line genomic features, predict the synergy score measuring deviation from expected non-interaction effect. (1) Drug 1: C1=NC2=C(N=C(N=C2N1C3C(C(C(O3)CO)O)O)F)N. Drug 2: CCC1=C2CN3C(=CC4=C(C3=O)COC(=O)C4(CC)O)C2=NC5=C1C=C(C=C5)O. Cell line: M14. Synergy scores: CSS=23.5, Synergy_ZIP=2.95, Synergy_Bliss=9.79, Synergy_Loewe=-14.4, Synergy_HSA=8.28. (2) Drug 1: C1CCC(C1)C(CC#N)N2C=C(C=N2)C3=C4C=CNC4=NC=N3. Drug 2: CC1=C(C=C(C=C1)NC(=O)C2=CC=C(C=C2)CN3CCN(CC3)C)NC4=NC=CC(=N4)C5=CN=CC=C5. Cell line: OVCAR-4. Synergy scores: CSS=0.685, Synergy_ZIP=0.249, Synergy_Bliss=1.09, Synergy_Loewe=-1.62, Synergy_HSA=-0.0861.